The task is: Regression. Given a peptide amino acid sequence and an MHC pseudo amino acid sequence, predict their binding affinity value. This is MHC class I binding data.. This data is from Peptide-MHC class I binding affinity with 185,985 pairs from IEDB/IMGT. The peptide sequence is LMHLVSLYK. The MHC is HLA-A33:01 with pseudo-sequence HLA-A33:01. The binding affinity (normalized) is 0.345.